Dataset: Full USPTO retrosynthesis dataset with 1.9M reactions from patents (1976-2016). Task: Predict the reactants needed to synthesize the given product. (1) Given the product [NH2:31][C:29]1[N:30]=[C:25]([CH2:24][CH2:23][O:22][C:21]2[CH:20]=[CH:19][C:18]([NH:17][C:15]([C:9]3[C:8]([C:5]4[CH:6]=[CH:7][C:2]([CH3:1])=[CH:3][CH:4]=4)=[C:13]([CH3:14])[CH:12]=[CH:11][CH:10]=3)=[O:16])=[CH:40][CH:39]=2)[CH:26]=[CH:27][CH:28]=1, predict the reactants needed to synthesize it. The reactants are: [CH3:1][C:2]1[CH:7]=[CH:6][C:5]([C:8]2[C:13]([CH3:14])=[CH:12][CH:11]=[CH:10][C:9]=2[C:15]([NH:17][C:18]2[CH:40]=[CH:39][C:21]([O:22][CH2:23][CH2:24][C:25]3[N:30]=[C:29]([NH:31]C(=O)OC(C)(C)C)[CH:28]=[CH:27][CH:26]=3)=[CH:20][CH:19]=2)=[O:16])=[CH:4][CH:3]=1.FC(F)(F)C(O)=O. (2) Given the product [C:24]1([NH:23][C:8]2[CH:15]=[CH:14][C:11]([C:12]#[N:13])=[CH:10][CH:9]=2)[CH:29]=[CH:28][CH:27]=[CH:26][CH:25]=1, predict the reactants needed to synthesize it. The reactants are: CC(C)([O-])C.[Na+].Br[C:8]1[CH:15]=[CH:14][C:11]([C:12]#[N:13])=[CH:10][CH:9]=1.C([NH2:23])C1C=CC=CC=1.[C:24]1(C)[CH:29]=[CH:28][CH:27]=[CH:26][CH:25]=1.